Task: Predict which catalyst facilitates the given reaction.. Dataset: Catalyst prediction with 721,799 reactions and 888 catalyst types from USPTO (1) Reactant: [F:1][C:2]1[CH:7]=[CH:6][C:5]([O:8][CH3:9])=[CH:4][C:3]=1[C:10]1[C:19]([OH:20])=[CH:18][C:13]([C:14]([O:16][CH3:17])=[O:15])=[CH:12][N:11]=1.C(=O)([O-])[O-].[K+].[K+].Br[CH2:28][CH:29]1[CH2:33][O:32][C:31]([CH3:35])([CH3:34])[CH2:30]1.O. Product: [CH3:34][C:31]1([CH3:35])[O:32][CH2:33][CH:29]([CH2:28][O:20][C:19]2[C:10]([C:3]3[CH:4]=[C:5]([O:8][CH3:9])[CH:6]=[CH:7][C:2]=3[F:1])=[N:11][CH:12]=[C:13]([CH:18]=2)[C:14]([O:16][CH3:17])=[O:15])[CH2:30]1. The catalyst class is: 3. (2) Reactant: [CH2:1]([N:8]1[CH2:13][CH:12]=[C:11]([C:14]2[CH:19]=[CH:18][CH:17]=[C:16](Br)[C:15]=2[CH2:21][CH3:22])[CH2:10][CH2:9]1)[C:2]1[CH:7]=[CH:6][CH:5]=[CH:4][CH:3]=1.[CH3:23][C:24]1([CH3:40])[C:28]([CH3:30])([CH3:29])[O:27][B:26]([B:26]2[O:27][C:28]([CH3:30])([CH3:29])[C:24]([CH3:40])([CH3:23])[O:25]2)[O:25]1.C([O-])(=O)C.[K+]. Product: [CH2:1]([N:8]1[CH2:13][CH:12]=[C:11]([C:14]2[CH:19]=[CH:18][CH:17]=[C:16]([B:26]3[O:27][C:28]([CH3:30])([CH3:29])[C:24]([CH3:40])([CH3:23])[O:25]3)[C:15]=2[CH2:21][CH3:22])[CH2:10][CH2:9]1)[C:2]1[CH:7]=[CH:6][CH:5]=[CH:4][CH:3]=1. The catalyst class is: 368. (3) Reactant: O1[C:5]2([CH2:10][CH2:9][CH:8]([O:11][C:12]3[CH:17]=[C:16]([C:18]([OH:21])([CH3:20])[CH3:19])[CH:15]=[C:14]([C:22]([F:25])([F:24])[F:23])[N:13]=3)[CH2:7][CH2:6]2)[O:4]CC1.Cl.O. Product: [OH:21][C:18]([C:16]1[CH:15]=[C:14]([C:22]([F:24])([F:25])[F:23])[N:13]=[C:12]([O:11][CH:8]2[CH2:9][CH2:10][C:5](=[O:4])[CH2:6][CH2:7]2)[CH:17]=1)([CH3:20])[CH3:19]. The catalyst class is: 21. (4) Reactant: CC(C)([O-])C.[K+].[N+:7]([CH3:10])([O-:9])=[O:8].Cl[C:12]1[C:17]([Cl:18])=[CH:16][C:15]([Cl:19])=[CH:14][N:13]=1.Cl. The catalyst class is: 16. Product: [Cl:18][C:17]1[C:12]([CH2:10][N+:7]([O-:9])=[O:8])=[N:13][CH:14]=[C:15]([Cl:19])[CH:16]=1. (5) Reactant: Cl[C:2]1[N:7]=[C:6]([NH:8][C:9]2[NH:13][N:12]=[C:11]([CH:14]3[CH2:16][CH2:15]3)[CH:10]=2)[CH:5]=[CH:4][N:3]=1.[O:17]1[CH2:22][CH2:21][CH2:20][CH2:19][CH:18]1[N:23]1[C:27]2[CH:28]=[CH:29][C:30]([CH2:32][NH2:33])=[CH:31][C:26]=2[N:25]=[CH:24]1.CCN(C(C)C)C(C)C. Product: [CH:14]1([C:11]2[NH:12][N:13]=[C:9]([NH:8][C:6]3[CH:5]=[CH:4][N:3]=[C:2]([NH:33][CH2:32][C:30]4[CH:29]=[CH:28][C:27]5[N:23]([CH:18]6[CH2:19][CH2:20][CH2:21][CH2:22][O:17]6)[CH:24]=[N:25][C:26]=5[CH:31]=4)[N:7]=3)[CH:10]=2)[CH2:16][CH2:15]1. The catalyst class is: 14. (6) Reactant: [Cl:1][C:2]1[CH:24]=[C:23]([Cl:25])[C:22]([C:26]2[C:31]([F:32])=[CH:30][CH:29]=[CH:28][N:27]=2)=[CH:21][C:3]=1[C:4]([NH:6][C:7]1[N:11]([C:12]2[CH:17]=[CH:16][CH:15]=[CH:14][CH:13]=2)[N:10]=[C:9]([C:18](O)=[O:19])[CH:8]=1)=[O:5].C(N(CC)C(C)C)(C)C.[B-](F)(F)(F)F.CN(C(ON1C(=O)C=CC=C1)=[N+](C)C)C.[NH2:62][C:63]1([C:66]([NH:68][CH3:69])=[O:67])[CH2:65][CH2:64]1. Product: [Cl:1][C:2]1[CH:24]=[C:23]([Cl:25])[C:22]([C:26]2[C:31]([F:32])=[CH:30][CH:29]=[CH:28][N:27]=2)=[CH:21][C:3]=1[C:4]([NH:6][C:7]1[N:11]([C:12]2[CH:17]=[CH:16][CH:15]=[CH:14][CH:13]=2)[N:10]=[C:9]([C:18]([NH:62][C:63]2([C:66](=[O:67])[NH:68][CH3:69])[CH2:65][CH2:64]2)=[O:19])[CH:8]=1)=[O:5]. The catalyst class is: 18.